The task is: Predict the product of the given reaction.. This data is from Forward reaction prediction with 1.9M reactions from USPTO patents (1976-2016). (1) Given the reactants [CH2:1]1[CH2:10][O:9][C:8]2[CH:7]=[CH:6][C:5]([NH:11][C:12]3[N:17]=[C:16]([NH:18][C:19]4[CH:24]=[CH:23][C:22]5[O:25][CH2:26][CH2:27][O:28][C:21]=5[CH:20]=4)[C:15]([C:29]4[CH:34]=[CH:33][CH:32]=[CH:31][CH:30]=4)=[CH:14][N:13]=3)=[CH:4][C:3]=2[O:2]1.[Cl:35]C1C=C(B(O)O)C=CC=1, predict the reaction product. The product is: [CH2:1]1[CH2:10][O:9][C:8]2[CH:7]=[CH:6][C:5]([NH:11][C:12]3[N:17]=[C:16]([NH:18][C:19]4[CH:24]=[CH:23][C:22]5[O:25][CH2:26][CH2:27][O:28][C:21]=5[CH:20]=4)[C:15]([C:29]4[CH:34]=[CH:33][CH:32]=[C:31]([Cl:35])[CH:30]=4)=[CH:14][N:13]=3)=[CH:4][C:3]=2[O:2]1. (2) Given the reactants [Br:1][C:2]1[CH:3]=[C:4]2[C@:15]3([CH2:19][S:18][C:17]([NH:20][C:21](=[O:27])[O:22][C:23]([CH3:26])([CH3:25])[CH3:24])=[N:16]3)[C:14]3[C:9](=[CH:10][CH:11]=[C:12](I)[CH:13]=3)[O:8][C:5]2=[N:6][CH:7]=1.O.[F-].C([N+](CCCC)(CCCC)CCCC)CCC.C1COCC1.C[Si](C)(C)[C:55]#[C:56][C:57]1([CH3:61])[CH2:60][O:59][CH2:58]1, predict the reaction product. The product is: [Br:1][C:2]1[CH:3]=[C:4]2[C@:15]3([CH2:19][S:18][C:17]([NH:20][C:21](=[O:27])[O:22][C:23]([CH3:26])([CH3:25])[CH3:24])=[N:16]3)[C:14]3[C:9](=[CH:10][CH:11]=[C:12]([C:55]#[C:56][C:57]4([CH3:61])[CH2:60][O:59][CH2:58]4)[CH:13]=3)[O:8][C:5]2=[N:6][CH:7]=1. (3) Given the reactants [F:1][C:2]1[CH:3]=[C:4]([N:25]2[CH:29]([CH3:30])[C:28](=[O:31])[NH:27][C:26]2=[O:32])[CH:5]=[CH:6][C:7]=1[C:8]([N:10]1[CH2:15][CH2:14][N:13]([C:16]2[C:21]([CH3:22])=[CH:20][C:19]([CH3:23])=[C:18]([CH3:24])[N:17]=2)[CH2:12][CH2:11]1)=[O:9].[CH3:33]I, predict the reaction product. The product is: [F:1][C:2]1[CH:3]=[C:4]([N:25]2[CH:29]([CH3:30])[C:28](=[O:31])[N:27]([CH3:33])[C:26]2=[O:32])[CH:5]=[CH:6][C:7]=1[C:8]([N:10]1[CH2:15][CH2:14][N:13]([C:16]2[C:21]([CH3:22])=[CH:20][C:19]([CH3:23])=[C:18]([CH3:24])[N:17]=2)[CH2:12][CH2:11]1)=[O:9]. (4) Given the reactants [OH:1][C:2]1[CH:3]=[C:4]([CH:9]=[C:10]([O:12][CH2:13][C:14]2[CH:19]=[CH:18][CH:17]=[CH:16][CH:15]=2)[CH:11]=1)[C:5]([O:7][CH3:8])=[O:6].[O:20]1[CH2:25][CH2:24][CH:23](O)[CH2:22][CH2:21]1.C1(P(C2C=CC=CC=2)C2C=CC=CC=2)C=CC=CC=1.CCOC(/N=N/C(OCC)=O)=O, predict the reaction product. The product is: [C:14]1([CH2:13][O:12][C:10]2[CH:9]=[C:4]([CH:3]=[C:2]([O:1][CH:23]3[CH2:24][CH2:25][O:20][CH2:21][CH2:22]3)[CH:11]=2)[C:5]([O:7][CH3:8])=[O:6])[CH:19]=[CH:18][CH:17]=[CH:16][CH:15]=1.